From a dataset of Reaction yield outcomes from USPTO patents with 853,638 reactions. Predict the reaction yield, written as a fraction of the theoretical maximum amount of product (1.0 means a 100% yield; for example, 0.34 means a 34% yield). (1) The reactants are [CH3:1][O:2][C:3](=[O:23])[CH:4]([O:12][C:13]1[N:18]=[C:17]([O:19][CH3:20])[CH:16]=[C:15]([O:21][CH3:22])[N:14]=1)[CH2:5][C:6]1[CH:11]=[CH:10][CH:9]=[CH:8]C=1.[CH3:24]S(C1N=C(OC)C=C(OC)N=1)(=O)=O.C([O-])([O-])=O.[K+].[K+].O. The catalyst is CN(C=O)C. The product is [CH3:1][O:2][C:3](=[O:23])[C:4]([O:12][C:13]1[N:14]=[C:15]([O:21][CH3:22])[CH:16]=[C:17]([O:19][CH3:20])[N:18]=1)([C:5]1[CH:6]=[CH:11][CH:10]=[CH:9][CH:8]=1)[CH3:24]. The yield is 0.810. (2) The catalyst is CN(C)C=O. The yield is 0.370. The reactants are [CH3:1][C:2]([CH2:8][CH2:9][CH2:10][CH:11]([CH3:23])[CH2:12][CH2:13][CH2:14][CH:15]([CH3:22])[CH2:16][CH2:17][CH2:18][CH:19]([CH3:21])[CH3:20])=[CH:3][C:4]([O:6][CH3:7])=[O:5].[OH:24][CH2:25][C:26](CO)([CH2:29][OH:30])[CH2:27][OH:28].C(=O)([O-])[O-].[K+].[K+].Cl. The product is [CH3:1][C:2]([CH2:8][CH2:9][CH2:10][CH:11]([CH3:23])[CH2:12][CH2:13][CH2:14][CH:15]([CH3:22])[CH2:16][CH2:17][CH2:18][CH:19]([CH3:21])[CH3:20])=[CH:3][C:4]([O:6][CH2:7][C:26]([CH2:29][OH:30])([CH2:27][OH:28])[CH2:25][OH:24])=[O:5].